From a dataset of Reaction yield outcomes from USPTO patents with 853,638 reactions. Predict the reaction yield, written as a fraction of the theoretical maximum amount of product (1.0 means a 100% yield; for example, 0.34 means a 34% yield). (1) The catalyst is OS(O)(=O)=O. The yield is 0.690. The product is [CH3:16][CH:17]1[C:5]2[NH:6][C:7]3[C:12](=[CH:11][CH:10]=[CH:9][CH:8]=3)[C:4]=2[CH2:3][CH:2]([C:13]([OH:15])=[O:14])[NH:1]1. The reactants are [NH2:1][C@H:2]([C:13]([OH:15])=[O:14])[CH2:3][C:4]1[C:12]2[C:7](=[CH:8][CH:9]=[CH:10][CH:11]=2)[NH:6][CH:5]=1.[CH:16](=O)[CH3:17]. (2) The catalyst is CN(C=O)C. The yield is 0.560. The reactants are [C:1]([C:3]1[CH:31]=[CH:30][C:6]([C:7]([NH:9][NH:10][C:11](=[O:29])[C@H:12]([NH:16][C:17]2[CH:22]=[CH:21][C:20]([C:23]#[N:24])=[C:19]([C:25]([F:28])([F:27])[F:26])[CH:18]=2)[C@@H:13]([OH:15])[CH3:14])=[O:8])=[CH:5][CH:4]=1)#[N:2].N1C=CN=C1.[CH3:37][C:38]([Si:41](Cl)([CH3:43])[CH3:42])([CH3:40])[CH3:39]. The product is [Si:41]([O:15][C@@H:13]([CH3:14])[C@@H:12]([NH:16][C:17]1[CH:22]=[CH:21][C:20]([C:23]#[N:24])=[C:19]([C:25]([F:28])([F:27])[F:26])[CH:18]=1)[C:11]([NH:10][NH:9][C:7](=[O:8])[C:6]1[CH:5]=[CH:4][C:3]([C:1]#[N:2])=[CH:31][CH:30]=1)=[O:29])([C:38]([CH3:40])([CH3:39])[CH3:37])([CH3:43])[CH3:42]. (3) The reactants are C1(P(C2C=CC=CC=2)C2C=CC=CC=2)C=CC=CC=1.[CH3:20][O:21][C:22](=[O:35])[C@H:23]([CH2:32][CH2:33]O)[NH:24][C:25]([O:27][C:28]([CH3:31])([CH3:30])[CH3:29])=[O:26].C(Br)(Br)(Br)[Br:37]. The catalyst is C(Cl)Cl. The product is [CH3:20][O:21][C:22](=[O:35])[CH:23]([NH:24][C:25]([O:27][C:28]([CH3:31])([CH3:30])[CH3:29])=[O:26])[CH2:32][CH2:33][Br:37]. The yield is 0.200. (4) The reactants are [N+:1]([C:4]1[CH:9]=[CH:8][CH:7]=[CH:6][C:5]=1[NH:10][S:11]([CH3:14])(=[O:13])=[O:12])([O-])=O. The yield is 0.830. The catalyst is CO.[Pd]. The product is [NH2:1][C:4]1[CH:9]=[CH:8][CH:7]=[CH:6][C:5]=1[NH:10][S:11]([CH3:14])(=[O:13])=[O:12]. (5) The reactants are C(=O)([O-])[O-].[Na+].[Na+].[F:7][C:8]1[CH:19]=[CH:18][C:11]([CH2:12][C@@H:13]([C:15]([OH:17])=[O:16])[NH2:14])=[CH:10][CH:9]=1.C(OC(N[C:26](=[O:36])[C:27]1[C:28](=[CH:32][CH:33]=[CH:34][CH:35]=1)[C:29](N)=[O:30])=O)C. The catalyst is O.C(OCC)(=O)C. The product is [F:7][C:8]1[CH:9]=[CH:10][C:11]([CH2:12][CH:13]([N:14]2[C:29](=[O:30])[C:28]3=[CH:32][CH:33]=[CH:34][CH:35]=[C:27]3[C:26]2=[O:36])[C:15]([OH:17])=[O:16])=[CH:18][CH:19]=1. The yield is 0.890. (6) The reactants are [OH-:1].[Na+:2].[CH:3]1[N:7]=[CH:6][N:5]([CH2:8][C:9]([P:15]([OH:18])([OH:17])=[O:16])([P:11]([OH:14])([OH:13])=[O:12])[OH:10])[CH:4]=1.CN(C=[O:23])C. The catalyst is O. The product is [CH:3]1[N:7]=[CH:6][N:5]([CH2:8][C:9]([P:11]([O-:14])([OH:13])=[O:12])([P:15]([O-:17])([OH:18])=[O:16])[OH:10])[CH:4]=1.[OH2:23].[OH2:1].[OH2:10].[OH2:10].[Na+:2].[Na+:2]. The yield is 0.920. (7) The reactants are Cl[C:2]1[CH:7]=[CH:6][N:5]2[C:8]([C:11]([NH:13][C:14]3[CH:22]=[CH:21][CH:20]=[C:19]4[C:15]=3[C:16]([CH3:33])=[N:17][N:18]4[CH2:23][C:24]3[CH:29]=[CH:28][CH:27]=[C:26]([CH:30](C)C)[N:25]=3)=[O:12])=[CH:9][N:10]=[C:4]2[CH:3]=1.[CH3:34][C@@H:35]1[N:40]([CH3:41])[CH2:39][CH2:38][N:37]([CH2:42][CH2:43][OH:44])[CH2:36]1.C[C@H]1N(C)[C@@H](C)CN(CCO)C1. No catalyst specified. The product is [CH3:34][C@@H:35]1[N:40]([CH3:41])[CH2:39][CH2:38][N:37]([CH2:42][CH2:43][O:44][C:2]2[CH:7]=[CH:6][N:5]3[C:8]([C:11]([NH:13][C:14]4[CH:22]=[CH:21][CH:20]=[C:19]5[C:15]=4[C:16]([CH3:33])=[N:17][N:18]5[CH2:23][C:24]4[CH:29]=[CH:28][CH:27]=[C:26]([CH3:30])[N:25]=4)=[O:12])=[CH:9][N:10]=[C:4]3[CH:3]=2)[CH2:36]1. The yield is 0.110.